Dataset: Forward reaction prediction with 1.9M reactions from USPTO patents (1976-2016). Task: Predict the product of the given reaction. The product is: [CH3:1][O:2][C:3]1[CH:11]=[CH:10][C:9]([C:12]([F:15])([F:14])[F:13])=[CH:8][C:4]=1[C:5](=[O:7])[CH2:17][C:16]([O:22][CH2:23][CH3:24])=[O:21]. Given the reactants [CH3:1][O:2][C:3]1[CH:11]=[CH:10][C:9]([C:12]([F:15])([F:14])[F:13])=[CH:8][C:4]=1[C:5]([OH:7])=O.[C:16]([O:22][CH2:23][CH3:24])(=[O:21])[CH2:17]C([O-])=O.[K+].[Mg+2].[Cl-].[Cl-].C(N(CC)CC)C, predict the reaction product.